This data is from Full USPTO retrosynthesis dataset with 1.9M reactions from patents (1976-2016). The task is: Predict the reactants needed to synthesize the given product. (1) Given the product [ClH:42].[ClH:42].[Br:1][C:2]1[CH:3]=[CH:4][C:5]2[N:6]([C:8]([C:11]3[CH:20]=[CH:19][C:18]4[C:13](=[C:14]([O:21][CH2:22][C:23]([CH3:34])([CH3:33])[CH2:24][NH2:25])[CH:15]=[CH:16][CH:17]=4)[N:12]=3)=[N:9][N:10]=2)[CH:7]=1, predict the reactants needed to synthesize it. The reactants are: [Br:1][C:2]1[CH:3]=[CH:4][C:5]2[N:6]([C:8]([C:11]3[CH:20]=[CH:19][C:18]4[C:13](=[C:14]([O:21][CH2:22][C:23]([CH3:34])([CH3:33])[CH2:24][NH:25]C(=O)OC(C)(C)C)[CH:15]=[CH:16][CH:17]=4)[N:12]=3)=[N:9][N:10]=2)[CH:7]=1.C(O)(C(F)(F)F)=O.[Cl:42]CCl. (2) The reactants are: [CH3:1][O:2][C:3]1[CH:8]=[CH:7][C:6]([C:9](=O)[CH2:10][C:11](=O)[C:12]([F:15])([F:14])[F:13])=[CH:5][CH:4]=1.[NH2:18][C:19]1[N:20]=[CH:21][NH:22][C:23]=1[C:24]#[N:25]. Given the product [CH3:1][O:2][C:3]1[CH:8]=[CH:7][C:6]([C:9]2[CH:10]=[C:11]([C:12]([F:15])([F:14])[F:13])[N:20]3[CH:21]=[N:22][C:23]([C:24]#[N:25])=[C:19]3[N:18]=2)=[CH:5][CH:4]=1, predict the reactants needed to synthesize it. (3) Given the product [CH3:6][N:5]([CH3:7])[C:3](=[C:11]([C:10]#[N:14])[C:12]#[N:13])[CH3:4], predict the reactants needed to synthesize it. The reactants are: CO[C:3](OC)([N:5]([CH3:7])[CH3:6])[CH3:4].[C:10](#[N:14])[CH2:11][C:12]#[N:13]. (4) Given the product [Cl:12][C:4]1[CH:5]=[C:6]([CH:7]=[CH:8][C:3]=1[OH:2])[C:9]([NH2:11])=[O:10], predict the reactants needed to synthesize it. The reactants are: C(=O)(OC(C)(C)C)[O:2][C:3]1[CH:8]=[CH:7][C:6]([C:9]([NH2:11])=[O:10])=[CH:5][C:4]=1[Cl:12].Cl. (5) Given the product [S:27]1[C:23]2[CH:22]=[CH:21][C:20]([N:3]3[C:2](=[O:1])[CH2:6][C:5]4([CH2:11][CH2:10][N:9]([C:12]([O:14][C:15]([CH3:18])([CH3:17])[CH3:16])=[O:13])[CH2:8][CH2:7]4)[CH2:4]3)=[CH:28][C:24]=2[CH:25]=[CH:26]1, predict the reactants needed to synthesize it. The reactants are: [O:1]=[C:2]1[CH2:6][C:5]2([CH2:11][CH2:10][N:9]([C:12]([O:14][C:15]([CH3:18])([CH3:17])[CH3:16])=[O:13])[CH2:8][CH2:7]2)[CH2:4][NH:3]1.Br[C:20]1[CH:21]=[CH:22][C:23]2[S:27][CH:26]=[CH:25][C:24]=2[CH:28]=1.CC1(C)C2C=CC=C(P(C3C=CC=CC=3)C3C=CC=CC=3)C=2OC2C1=CC=CC=2P(C1C=CC=CC=1)C1C=CC=CC=1.C(=O)([O-])[O-].[Cs+].[Cs+].